Dataset: Catalyst prediction with 721,799 reactions and 888 catalyst types from USPTO. Task: Predict which catalyst facilitates the given reaction. (1) Reactant: C(OC([NH:11][CH:12]1[N:18]=[C:17]([C:19]2[CH:24]=[CH:23][CH:22]=[CH:21][CH:20]=2)[C:16]2[CH:25]=[CH:26][CH:27]=[CH:28][C:15]=2[N:14]([CH2:29][CH:30]([CH3:32])[CH3:31])[C:13]1=[O:33])=O)C1C=CC=CC=1.Br. Product: [NH2:11][CH:12]1[N:18]=[C:17]([C:19]2[CH:24]=[CH:23][CH:22]=[CH:21][CH:20]=2)[C:16]2[CH:25]=[CH:26][CH:27]=[CH:28][C:15]=2[N:14]([CH2:29][CH:30]([CH3:31])[CH3:32])[C:13]1=[O:33]. The catalyst class is: 2. (2) Reactant: [CH3:1][O:2][C:3](=O)[C:4]([CH3:14])([N:6]1[CH:10]=[C:9]([N+:11]([O-:13])=[O:12])[N:8]=[CH:7]1)[CH3:5].[BH4-].[Na+].CI.[H-].[Na+]. Product: [CH3:1][O:2][CH2:3][C:4]([N:6]1[CH:10]=[C:9]([N+:11]([O-:13])=[O:12])[N:8]=[CH:7]1)([CH3:14])[CH3:5]. The catalyst class is: 5. (3) Reactant: [C:1]1([C@H:11]([NH:13][C@H:14]2[CH2:19][CH2:18][CH2:17][N:16]([C:20]3[CH:43]=[CH:42][C:23]([C:24]([C@:26]([C@H:30]([C@@H:32]([C@@H:34]([C:36]([O:38]CC=C)=[O:37])[OH:35])[OH:33])[OH:31])([OH:29])[CH:27]=[O:28])=[O:25])=[CH:22][CH:21]=3)[CH2:15]2)[CH3:12])[C:10]2[C:5](=[CH:6][CH:7]=[CH:8][CH:9]=2)[CH:4]=[CH:3][CH:2]=1.N1CCCC1. Product: [C:1]1([C@H:11]([NH:13][C@H:14]2[CH2:19][CH2:18][CH2:17][N:16]([C:20]3[CH:43]=[CH:42][C:23]([C:24]([C@:26]([C@H:30]([C@@H:32]([C@@H:34]([C:36]([OH:38])=[O:37])[OH:35])[OH:33])[OH:31])([OH:29])[CH:27]=[O:28])=[O:25])=[CH:22][CH:21]=3)[CH2:15]2)[CH3:12])[C:10]2[C:5](=[CH:6][CH:7]=[CH:8][CH:9]=2)[CH:4]=[CH:3][CH:2]=1. The catalyst class is: 7.